This data is from Catalyst prediction with 721,799 reactions and 888 catalyst types from USPTO. The task is: Predict which catalyst facilitates the given reaction. (1) Product: [C:1]([O:4][C@H:5]1[C@@H:19]([O:20][C:21](=[O:23])[CH3:22])[C@H:18]([O:24][C:25](=[O:27])[CH3:26])[C@@H:17]([CH2:28][O:29][C:30](=[O:32])[CH3:31])[O:16][C@@H:6]1[O:7][C:8]1[CH:13]=[CH:12][C:11]([C:38]2[CH:39]=[CH:40][C:35]([C:33]#[N:34])=[CH:36][CH:37]=2)=[CH:10][C:9]=1[Cl:15])(=[O:3])[CH3:2]. The catalyst class is: 77. Reactant: [C:1]([O:4][C@H:5]1[C@@H:19]([O:20][C:21](=[O:23])[CH3:22])[C@H:18]([O:24][C:25](=[O:27])[CH3:26])[C@@H:17]([CH2:28][O:29][C:30](=[O:32])[CH3:31])[O:16][C@@H:6]1[O:7][C:8]1[CH:13]=[CH:12][C:11](Br)=[CH:10][C:9]=1[Cl:15])(=[O:3])[CH3:2].[C:33]([C:35]1[CH:40]=[CH:39][C:38](B(O)O)=[CH:37][CH:36]=1)#[N:34].C(=O)([O-])[O-].[Cs+].[Cs+].C(O[C@H]1[C@@H](OC(=O)C)[C@H](OC(=O)C)[C@@H](COC(=O)C)O[C@@H]1OC1C=CC(C2C=CC(C(OC)=O)=CC=2)=CC=1Cl)(=O)C. (2) Reactant: [F:1][C:2]1[CH:29]=[CH:28][CH:27]=[C:26]([F:30])[C:3]=1[C:4]([N:6]([CH3:25])[C:7]([N:9]([C:11]1[CH:16]=[CH:15][C:14]([S:17][C:18]([F:23])([F:22])[CH:19]([F:21])[F:20])=[CH:13][C:12]=1[F:24])[CH3:10])=[O:8])=[O:5].ClC1C=CC=C(C(OO)=[O:39])C=1. Product: [F:1][C:2]1[CH:29]=[CH:28][CH:27]=[C:26]([F:30])[C:3]=1[C:4]([N:6]([CH3:25])[C:7]([N:9]([C:11]1[CH:16]=[CH:15][C:14]([S:17]([C:18]([F:22])([F:23])[CH:19]([F:20])[F:21])=[O:39])=[CH:13][C:12]=1[F:24])[CH3:10])=[O:8])=[O:5]. The catalyst class is: 22.